Dataset: Full USPTO retrosynthesis dataset with 1.9M reactions from patents (1976-2016). Task: Predict the reactants needed to synthesize the given product. Given the product [CH3:1][O:2][C:3]1[CH:4]=[CH:5][C:6]([N+:11]([O-:13])=[O:12])=[C:7]([CH:8]=1)[CH:9]=[O:10], predict the reactants needed to synthesize it. The reactants are: [CH3:1][O:2][C:3]1[CH:4]=[CH:5][C:6]([N+:11]([O-:13])=[O:12])=[C:7]([CH2:9][OH:10])[CH:8]=1.C1C=C[NH+]=CC=1.C1C=C[NH+]=CC=1.[O-][Cr](O[Cr]([O-])(=O)=O)(=O)=O.